From a dataset of Catalyst prediction with 721,799 reactions and 888 catalyst types from USPTO. Predict which catalyst facilitates the given reaction. (1) Reactant: [CH2:1]([C:4]1[C:9]([CH:10]=C)=[CH:8][N:7]=[C:6]([N:12]([CH2:22][C:23]2[CH:28]=[CH:27][C:26]([O:29][CH3:30])=[CH:25][CH:24]=2)[CH2:13][C:14]2[CH:19]=[CH:18][C:17]([O:20][CH3:21])=[CH:16][CH:15]=2)[CH:5]=1)[CH:2]=C. Product: [CH3:30][O:29][C:26]1[CH:25]=[CH:24][C:23]([CH2:22][N:12]([CH2:13][C:14]2[CH:19]=[CH:18][C:17]([O:20][CH3:21])=[CH:16][CH:15]=2)[C:6]2[N:7]=[CH:8][C:9]3[CH:10]=[CH:2][CH2:1][C:4]=3[CH:5]=2)=[CH:28][CH:27]=1. The catalyst class is: 2. (2) The catalyst class is: 20. Product: [CH2:9]([O:8][C:5]1[CH:6]=[CH:7][C:2]([NH:1][C:25]([NH:24][C:21]2[CH:22]=[CH:23][C:18]([Cl:17])=[C:19]([C:27]([F:29])([F:28])[F:30])[CH:20]=2)=[O:26])=[C:3]([OH:16])[CH:4]=1)[C:10]1[CH:15]=[CH:14][CH:13]=[CH:12][CH:11]=1. Reactant: [NH2:1][C:2]1[CH:7]=[CH:6][C:5]([O:8][CH2:9][C:10]2[CH:15]=[CH:14][CH:13]=[CH:12][CH:11]=2)=[CH:4][C:3]=1[OH:16].[Cl:17][C:18]1[CH:23]=[CH:22][C:21]([N:24]=[C:25]=[O:26])=[CH:20][C:19]=1[C:27]([F:30])([F:29])[F:28]. (3) Product: [CH2:13]([C:12]1[C:11]([OH:17])=[N:23][CH:22]=[N:24][CH:1]=1)[CH2:14][CH2:15][CH3:16]. Reactant: [CH3:1][O-].[Na+].C(OCC)=O.CO[C:11](=[O:17])[CH2:12][CH2:13][CH2:14][CH2:15][CH3:16].C(O)(=O)C.[CH:22]([NH2:24])=[NH:23]. The catalyst class is: 193. (4) Reactant: [C:1]([C:5]1[CH:14]=[CH:13][C:8]([CH2:9][NH:10][CH2:11][CH3:12])=[CH:7][CH:6]=1)([CH3:4])([CH3:3])[CH3:2].C(N(C(C)C)C(C)C)C.Cl[C:25](=[O:47])[CH2:26][O:27][C:28]1[CH:33]=[CH:32][C:31]([CH2:34][CH2:35][O:36][C:37]2[CH:46]=[CH:45][CH:44]=[CH:43][C:38]=2[C:39]([O:41][CH3:42])=[O:40])=[CH:30][CH:29]=1. Product: [C:1]([C:5]1[CH:6]=[CH:7][C:8]([CH2:9][N:10]([CH2:11][CH3:12])[C:25](=[O:47])[CH2:26][O:27][C:28]2[CH:33]=[CH:32][C:31]([CH2:34][CH2:35][O:36][C:37]3[CH:46]=[CH:45][CH:44]=[CH:43][C:38]=3[C:39]([O:41][CH3:42])=[O:40])=[CH:30][CH:29]=2)=[CH:13][CH:14]=1)([CH3:3])([CH3:2])[CH3:4]. The catalyst class is: 10. (5) Reactant: [Br:1][C:2]1[CH:3]=[C:4]([CH:7]=[CH:8][C:9]=1F)[C:5]#[N:6].[C:11]([N:18]1[CH2:23][CH2:22][NH:21][CH2:20][CH2:19]1)([O:13][C:14]([CH3:17])([CH3:16])[CH3:15])=[O:12].CCN(C(C)C)C(C)C. Product: [C:14]([O:13][C:11]([N:18]1[CH2:23][CH2:22][N:21]([C:9]2[CH:8]=[CH:7][C:4]([C:5]#[N:6])=[CH:3][C:2]=2[Br:1])[CH2:20][CH2:19]1)=[O:12])([CH3:17])([CH3:15])[CH3:16]. The catalyst class is: 23. (6) Reactant: C[O:2][C:3](=[O:37])[CH2:4][C@H:5]1[CH2:10][CH2:9][C@H:8]([C:11]2[CH:16]=[CH:15][C:14]([NH:17][C:18](=[O:36])[CH2:19][CH2:20][NH:21][C:22]([C:24]3[CH:29]=[CH:28][C:27]([C:30]4[CH:35]=[CH:34][CH:33]=[CH:32][CH:31]=4)=[CH:26][CH:25]=3)=[O:23])=[CH:13][CH:12]=2)[CH2:7][CH2:6]1.[OH-].[Na+]. Product: [C:27]1([C:30]2[CH:31]=[CH:32][CH:33]=[CH:34][CH:35]=2)[CH:26]=[CH:25][C:24]([C:22]([NH:21][CH2:20][CH2:19][C:18]([NH:17][C:14]2[CH:15]=[CH:16][C:11]([C@H:8]3[CH2:7][CH2:6][C@H:5]([CH2:4][C:3]([OH:37])=[O:2])[CH2:10][CH2:9]3)=[CH:12][CH:13]=2)=[O:36])=[O:23])=[CH:29][CH:28]=1. The catalyst class is: 20. (7) Reactant: Br[C:2]1[CH:7]=[CH:6][C:5]([Si:8]([CH3:11])([CH3:10])[CH3:9])=[CH:4][CH:3]=1.C([Li])CCC.CCCCCC.CN([CH:26]=[O:27])C. Product: [CH3:9][Si:8]([CH3:11])([CH3:10])[C:5]1[CH:6]=[CH:7][C:2]([CH:26]=[O:27])=[CH:3][CH:4]=1. The catalyst class is: 1.